This data is from Full USPTO retrosynthesis dataset with 1.9M reactions from patents (1976-2016). The task is: Predict the reactants needed to synthesize the given product. (1) Given the product [C:19]([O:18][C:17](=[O:23])[NH:16][C:13]1[CH:12]=[CH:11][C:10]([C:8]2[CH:9]=[C:4]3[C:3]([Br:24])=[CH:2][NH:1][C:5]3=[N:6][CH:7]=2)=[CH:15][N:14]=1)([CH3:20])([CH3:22])[CH3:21], predict the reactants needed to synthesize it. The reactants are: [NH:1]1[C:5]2=[N:6][CH:7]=[C:8]([C:10]3[CH:11]=[CH:12][C:13]([NH:16][C:17](=[O:23])[O:18][C:19]([CH3:22])([CH3:21])[CH3:20])=[N:14][CH:15]=3)[CH:9]=[C:4]2[CH:3]=[CH:2]1.[Br:24]N1C(=O)CCC1=O. (2) Given the product [CH2:7]([N:5]1[N:4]=[N:3][C:2]([NH:1][C:25]([CH:14]2[C:13]3[CH:12]=[C:11]([O:10][CH3:9])[CH:24]=[CH:23][C:22]=3[O:21][C:20]3[C:15]2=[CH:16][CH:17]=[CH:18][CH:19]=3)=[O:26])=[N:6]1)[CH3:8], predict the reactants needed to synthesize it. The reactants are: [NH2:1][C:2]1[N:3]=[N:4][N:5]([CH2:7][CH3:8])[N:6]=1.[CH3:9][O:10][C:11]1[CH:24]=[CH:23][C:22]2[O:21][C:20]3[C:15](=[CH:16][CH:17]=[CH:18][CH:19]=3)[CH:14]([C:25](Cl)=[O:26])[C:13]=2[CH:12]=1. (3) Given the product [C:44]([O:43][C:41]([N:33]([C:34]([O:36][C:37]([CH3:38])([CH3:39])[CH3:40])=[O:35])[C:29]1[C:30]2[C:25](=[CH:24][C:23]([NH:22][CH:50]([C:14]3[CH:13]=[C:12]([CH3:21])[C:11]([CH2:10][CH2:9][OH:8])=[C:16]([CH3:17])[CH:15]=3)[C:49]([OH:53])=[O:52])=[CH:32][CH:31]=2)[CH:26]=[CH:27][N:28]=1)=[O:42])([CH3:47])([CH3:46])[CH3:45], predict the reactants needed to synthesize it. The reactants are: [Si]([O:8][CH2:9][CH2:10][C:11]1[C:16]([CH3:17])=[CH:15][C:14](B(O)O)=[CH:13][C:12]=1[CH3:21])(C(C)(C)C)(C)C.[NH2:22][C:23]1[CH:24]=[C:25]2[C:30](=[CH:31][CH:32]=1)[C:29]([N:33]([C:41]([O:43][C:44]([CH3:47])([CH3:46])[CH3:45])=[O:42])[C:34]([O:36][C:37]([CH3:40])([CH3:39])[CH3:38])=[O:35])=[N:28][CH:27]=[CH:26]2.O.[C:49]([OH:53])(=[O:52])[CH:50]=O. (4) Given the product [F:1][C:2]1[CH:20]=[CH:19][C:5]([CH2:6][N:7]2[C:15]3[C:10](=[CH:11][C:12]([NH:16][S:25]([CH3:28])(=[O:27])=[O:26])=[CH:13][CH:14]=3)[CH:9]=[CH:8]2)=[CH:4][CH:3]=1, predict the reactants needed to synthesize it. The reactants are: [F:1][C:2]1[CH:20]=[CH:19][C:5]([CH2:6][N:7]2[C:15]3[C:10](=[CH:11][C:12]([N+:16]([O-])=O)=[CH:13][CH:14]=3)[CH:9]=[CH:8]2)=[CH:4][CH:3]=1.C([O-])=O.[NH4+].[S:25](Cl)([CH3:28])(=[O:27])=[O:26].C(N(CC)CC)C.Cl. (5) Given the product [CH2:16]([C:15]([F:18])([CH2:19][CH3:20])[CH2:14][N:11]1[CH2:12][CH2:13][CH:8]([CH2:7][O:6][C:5]2[CH:21]=[CH:22][C:2]([C:31]3[CH:32]=[CH:33][C:28]([C:26]([O:25][CH2:23][CH3:24])=[O:27])=[C:29]([F:37])[CH:30]=3)=[CH:3][CH:4]=2)[CH2:9][CH2:10]1)[CH3:17], predict the reactants needed to synthesize it. The reactants are: Br[C:2]1[CH:22]=[CH:21][C:5]([O:6][CH2:7][CH:8]2[CH2:13][CH2:12][N:11]([CH2:14][C:15]([CH2:19][CH3:20])([F:18])[CH2:16][CH3:17])[CH2:10][CH2:9]2)=[CH:4][CH:3]=1.[CH2:23]([O:25][C:26]([C:28]1[CH:33]=[CH:32][C:31](B(O)O)=[CH:30][C:29]=1[F:37])=[O:27])[CH3:24].C([O-])([O-])=O.[Na+].[Na+].